Dataset: Catalyst prediction with 721,799 reactions and 888 catalyst types from USPTO. Task: Predict which catalyst facilitates the given reaction. (1) Reactant: [F:1][C:2]1[C:11]2[CH2:10][N:9]([C@H:12]([CH:16]([CH3:18])[CH3:17])[C:13]([OH:15])=O)[C:8](=[O:19])[C:7]3=[CH:20][NH:21][C:5]([C:6]=23)=[N:4][CH:3]=1.Cl.[CH3:23][S:24]([CH2:27][CH2:28][NH2:29])(=[O:26])=[O:25].C1C=CC2N(O)N=NC=2C=1.C(Cl)CCl. Product: [F:1][C:2]1[C:11]2[CH2:10][N:9]([C@H:12]([CH:16]([CH3:17])[CH3:18])[C:13]([NH:29][CH2:28][CH2:27][S:24]([CH3:23])(=[O:26])=[O:25])=[O:15])[C:8](=[O:19])[C:7]3=[CH:20][NH:21][C:5]([C:6]=23)=[N:4][CH:3]=1. The catalyst class is: 456. (2) Reactant: [Cl:1][O-:2].[CH3:3][C:4]1([CH3:13])[N:9]([O:10])[C:8]([CH3:12])([CH3:11])[CH2:7][CH2:6][CH2:5]1. Product: [Cl:1][O-:2].[CH3:11][C:8]1([CH3:12])[N:9]([O:10])[C:4]([CH3:13])([CH3:3])[CH2:5][CH2:6][CH2:7]1. The catalyst class is: 6. (3) Reactant: Cl.[NH2:2][CH2:3][C:4]1[CH:12]=[CH:11][CH:10]=[C:9]2[C:5]=1[C:6](=[O:22])[N:7]([CH:14]1[CH2:19][CH2:18][C:17](=[O:20])[NH:16][C:15]1=[O:21])[C:8]2=[O:13].N12CCCN=C1CCCCC2.ON1C2C=CC=CC=2N=N1.[F:44][C:45]([F:57])([F:56])[C:46]1[CH:51]=[CH:50][C:49]([CH2:52][C:53](O)=[O:54])=[CH:48][CH:47]=1.Cl.CN(C)CCCN=C=NCC. Product: [O:21]=[C:15]1[CH:14]([N:7]2[C:6](=[O:22])[C:5]3[C:9](=[CH:10][CH:11]=[CH:12][C:4]=3[CH2:3][NH:2][C:53](=[O:54])[CH2:52][C:49]3[CH:48]=[CH:47][C:46]([C:45]([F:56])([F:44])[F:57])=[CH:51][CH:50]=3)[C:8]2=[O:13])[CH2:19][CH2:18][C:17](=[O:20])[NH:16]1. The catalyst class is: 10. (4) Reactant: [CH3:1][S:2]([NH:5][C:6]1[CH:21]=[CH:20][C:9]2[NH:10][C:11]([CH2:16][C:17](O)=[O:18])=[N:12][S:13](=[O:15])(=[O:14])[C:8]=2[CH:7]=1)(=[O:4])=[O:3].Cl.CN(C)[CH2:25][CH2:26][CH2:27][N:28]=C=NCC.CN1[CH2:40][CH2:39][O:38]CC1.[O-][CH2:42][CH3:43].[Na+].[CH2:45](O)C. Product: [OH:38][C:39]1[C@H:40]2[C@H:27]([C@H:26]3[CH2:25][C@@H:43]2[CH2:42][CH2:45]3)[NH:28][C:17](=[O:18])[C:16]=1[C:11]1[NH:10][C:9]2[CH:20]=[CH:21][C:6]([NH:5][S:2]([CH3:1])(=[O:4])=[O:3])=[CH:7][C:8]=2[S:13](=[O:15])(=[O:14])[N:12]=1. The catalyst class is: 9. (5) Reactant: [OH:1][CH2:2][C:3]1[C:4]([C:20]([F:23])([F:22])[F:21])=[N:5][N:6]([CH2:8][C:9]2[NH:10][C:11](=[O:19])[C:12]3[CH:17]=[C:16]([CH3:18])[S:15][C:13]=3[N:14]=2)[CH:7]=1.[H-].[Na+].I[CH3:27].Cl. The catalyst class is: 3. Product: [OH:1][CH2:2][C:3]1[C:4]([C:20]([F:22])([F:21])[F:23])=[N:5][N:6]([CH2:8][C:9]2[N:10]([CH3:27])[C:11](=[O:19])[C:12]3[CH:17]=[C:16]([CH3:18])[S:15][C:13]=3[N:14]=2)[CH:7]=1. (6) Reactant: C([CH2:4][C:5]1[N:9]([CH2:10][C:11]2[CH:16]=[CH:15][CH:14]=[CH:13][C:12]=2[Cl:17])[C:8]([S:18][CH2:19][CH2:20][CH3:21])=[N:7][CH:6]=1)(O)=O.[H-].C([Al+]CC(C)C)C(C)C.[O:32]1CCCC1. Product: [Cl:17][C:12]1[CH:13]=[CH:14][CH:15]=[CH:16][C:11]=1[CH2:10][N:9]1[C:5]([CH2:4][OH:32])=[CH:6][N:7]=[C:8]1[S:18][CH2:19][CH2:20][CH3:21]. The catalyst class is: 11. (7) Reactant: [OH:1][CH2:2][C:3]1[N:4]=[C:5]2[C:10]([C:11]3[CH:16]=[CH:15][N:14]=[CH:13][CH:12]=3)=[N:9][CH:8]=[C:7]([C:17]3[CH:18]=[CH:19][C:20]([N:23]4[CH2:28][CH2:27][N:26]([C:29]([O:31][C:32]([CH3:35])([CH3:34])[CH3:33])=[O:30])[CH2:25][CH2:24]4)=[N:21][CH:22]=3)[N:6]2[CH:36]=1.Cl[C:38]1[CH:47]=[CH:46][C:45]2[C:40](=[CH:41][CH:42]=[CH:43][CH:44]=2)[N:39]=1.C1OCCOCCOCCOCCOCCOC1.CC(C)([O-])C.[K+]. Product: [N:14]1[CH:13]=[CH:12][C:11]([C:10]2[C:5]3[N:6]([CH:36]=[C:3]([CH2:2][O:1][C:38]4[CH:47]=[CH:46][C:45]5[C:40](=[CH:41][CH:42]=[CH:43][CH:44]=5)[N:39]=4)[N:4]=3)[C:7]([C:17]3[CH:18]=[CH:19][C:20]([N:23]4[CH2:24][CH2:25][N:26]([C:29]([O:31][C:32]([CH3:33])([CH3:35])[CH3:34])=[O:30])[CH2:27][CH2:28]4)=[N:21][CH:22]=3)=[CH:8][N:9]=2)=[CH:16][CH:15]=1. The catalyst class is: 49. (8) Reactant: [CH3:1][S:2]([C:5]1[CH:10]=[CH:9][C:8]([C@@H:11]([CH2:15][C@H:16]2[CH2:20][CH2:19][C:18](=[O:21])[CH2:17]2)[C:12](O)=[O:13])=[CH:7][C:6]=1[CH3:22])(=[O:4])=[O:3].C(Cl)(=O)C(Cl)=O.[NH2:29][C:30]1[CH:34]=[CH:33][N:32]([CH2:35][C:36]([CH3:39])([OH:38])[CH3:37])[N:31]=1.N1C(C)=CC=CC=1C. Product: [OH:38][C:36]([CH3:39])([CH3:37])[CH2:35][N:32]1[CH:33]=[CH:34][C:30]([NH:29][C:12](=[O:13])[C@@H:11]([C:8]2[CH:9]=[CH:10][C:5]([S:2]([CH3:1])(=[O:3])=[O:4])=[C:6]([CH3:22])[CH:7]=2)[CH2:15][C@H:16]2[CH2:20][CH2:19][C:18](=[O:21])[CH2:17]2)=[N:31]1. The catalyst class is: 306.